Dataset: Reaction yield outcomes from USPTO patents with 853,638 reactions. Task: Predict the reaction yield, written as a fraction of the theoretical maximum amount of product (1.0 means a 100% yield; for example, 0.34 means a 34% yield). (1) The reactants are O=P12OP3(OP(OP(O3)(O1)=O)(=O)O2)=O.C([O:17][C:18](=O)[NH:19][CH2:20][CH2:21][C:22]1[CH:27]=[CH:26][C:25]([Cl:28])=[CH:24][CH:23]=1)C.CO. The catalyst is O=P(Cl)(Cl)Cl.C(Cl)Cl. The product is [Cl:28][C:25]1[CH:26]=[C:27]2[C:22]([CH2:21][CH2:20][NH:19][C:18]2=[O:17])=[CH:23][CH:24]=1. The yield is 0.263. (2) The reactants are Br[C:2]1[CH:3]=[N:4][CH:5]=[C:6]([Br:8])[CH:7]=1.[CH2:9]([OH:11])[CH3:10]. No catalyst specified. The product is [Br:8][C:6]1[CH:5]=[N:4][CH:3]=[C:2]([O:11][CH2:9][CH3:10])[CH:7]=1. The yield is 0.690. (3) The product is [Cl:23][C:24]1[CH:25]=[CH:26][C:27]([C:30]2[CH:35]=[CH:34][N:33]([C:2]3[CH:10]=[C:9]4[C:5]([C:6]5[CH2:15][CH2:14][N:13]([C:16]([O:18][C:19]([CH3:22])([CH3:21])[CH3:20])=[O:17])[CH2:12][C:7]=5[N:8]4[CH3:11])=[CH:4][CH:3]=3)[C:32](=[O:36])[CH:31]=2)=[N:28][CH:29]=1. The reactants are Br[C:2]1[CH:10]=[C:9]2[C:5]([C:6]3[CH2:15][CH2:14][N:13]([C:16]([O:18][C:19]([CH3:22])([CH3:21])[CH3:20])=[O:17])[CH2:12][C:7]=3[N:8]2[CH3:11])=[CH:4][CH:3]=1.[Cl:23][C:24]1[CH:25]=[CH:26][C:27]([C:30]2[CH:35]=[CH:34][NH:33][C:32](=[O:36])[CH:31]=2)=[N:28][CH:29]=1. No catalyst specified. The yield is 0.470. (4) The reactants are [CH3:1][O:2][C:3](=[O:10])[CH2:4][C:5](=[CH2:9])[C:6]([O-])=[O:7].C(N=C=N)C.[CH2:16]([NH:19][CH2:20][C:21]1[CH:26]=[CH:25][CH:24]=[CH:23][CH:22]=1)[CH:17]=[CH2:18]. The catalyst is CN(C)C1C=CN=CC=1.C(Cl)Cl. The product is [CH3:1][O:2][C:3](=[O:10])[CH2:4][C:5]([C:6](=[O:7])[N:19]([CH2:16][CH:17]=[CH2:18])[CH2:20][C:21]1[CH:22]=[CH:23][CH:24]=[CH:25][CH:26]=1)=[CH2:9]. The yield is 0.490.